This data is from Forward reaction prediction with 1.9M reactions from USPTO patents (1976-2016). The task is: Predict the product of the given reaction. The product is: [N:14]1([C:11]2[S:12][CH:13]=[C:9]([C:7](=[O:8])[CH3:1])[N:10]=2)[CH:18]=[CH:17][N:16]=[CH:15]1. Given the reactants [CH3:1][Mg]Cl.CON(C)[C:7]([C:9]1[N:10]=[C:11]([N:14]2[CH:18]=[CH:17][N:16]=[CH:15]2)[S:12][CH:13]=1)=[O:8].[NH4+].[Cl-], predict the reaction product.